This data is from Reaction yield outcomes from USPTO patents with 853,638 reactions. The task is: Predict the reaction yield, written as a fraction of the theoretical maximum amount of product (1.0 means a 100% yield; for example, 0.34 means a 34% yield). (1) The reactants are [OH:1][CH:2]([C:17]1[N:18]=[CH:19][N:20]([C:22]([C:35]2[CH:40]=[CH:39][CH:38]=[CH:37][CH:36]=2)([C:29]2[CH:34]=[CH:33][CH:32]=[CH:31][CH:30]=2)[C:23]2[CH:28]=[CH:27][CH:26]=[CH:25][CH:24]=2)[CH:21]=1)[C:3]1[CH:4]=[C:5]2[C:10](=[CH:11][CH:12]=1)[CH:9]=[C:8]([C:13]([NH:15][CH3:16])=[O:14])[CH:7]=[CH:6]2.CN(C)C(=O)C. The catalyst is [O-2].[O-2].[Mn+4].C(OCC)(=O)C. The product is [CH3:16][NH:15][C:13]([C:8]1[CH:7]=[CH:6][C:5]2[C:10](=[CH:11][CH:12]=[C:3]([C:2]([C:17]3[N:18]=[CH:19][N:20]([C:22]([C:23]4[CH:28]=[CH:27][CH:26]=[CH:25][CH:24]=4)([C:29]4[CH:30]=[CH:31][CH:32]=[CH:33][CH:34]=4)[C:35]4[CH:40]=[CH:39][CH:38]=[CH:37][CH:36]=4)[CH:21]=3)=[O:1])[CH:4]=2)[CH:9]=1)=[O:14]. The yield is 0.890. (2) The reactants are [CH2:12]([Sn]([CH2:12][CH2:13][CH2:14][CH3:15])([CH2:12][CH2:13][CH2:14][CH3:15])C=C)[CH2:13][CH2:14][CH3:15].[Cl-].[Li+].[C:18]1([S:24]([N:27]2C(I)=C3[CH2:32][CH:33]([N:39]([CH3:41])[CH3:40])[C:34]4[CH2:35][O:36][CH:37]=[CH:38][C:29]([C:30]=43)=[CH:28]2)(=[O:26])=[O:25])[CH:23]=[CH:22][CH:21]=[CH:20][CH:19]=1. The catalyst is CN(C)C=O.C(OCC)(=O)C.CCCCCC.C1C=CC([P]([Pd]([P](C2C=CC=CC=2)(C2C=CC=CC=2)C2C=CC=CC=2)([P](C2C=CC=CC=2)(C2C=CC=CC=2)C2C=CC=CC=2)[P](C2C=CC=CC=2)(C2C=CC=CC=2)C2C=CC=CC=2)(C2C=CC=CC=2)C2C=CC=CC=2)=CC=1. The product is [C:18]1([S:24]([N:27]2[C:13]([CH:14]=[CH2:15])=[C:12]3[CH2:32][CH:33]([N:39]([CH3:40])[CH3:41])[C:34]4[CH2:35][O:36][CH:37]=[CH:38][C:29]([C:30]=43)=[CH:28]2)(=[O:25])=[O:26])[CH:19]=[CH:20][CH:21]=[CH:22][CH:23]=1. The yield is 0.790.